This data is from Forward reaction prediction with 1.9M reactions from USPTO patents (1976-2016). The task is: Predict the product of the given reaction. (1) Given the reactants [CH2:1]([O:8][C:9]([N:11]1[CH2:17][CH2:16][C:15](=[O:18])[N:14]([C@H:19]([C:30]([O:32]C)=[O:31])[CH2:20][CH2:21][O:22][CH2:23][C:24]2[CH:29]=[CH:28][CH:27]=[CH:26][CH:25]=2)[CH2:13][CH2:12]1)=[O:10])[C:2]1[CH:7]=[CH:6][CH:5]=[CH:4][CH:3]=1.[OH-].[Li+:35], predict the reaction product. The product is: [CH2:23]([O:22][CH2:21][CH2:20][C@@H:19]([N:14]1[C:15](=[O:18])[CH2:16][CH2:17][N:11]([C:9]([O:8][CH2:1][C:2]2[CH:7]=[CH:6][CH:5]=[CH:4][CH:3]=2)=[O:10])[CH2:12][CH2:13]1)[C:30]([O-:32])=[O:31])[C:24]1[CH:29]=[CH:28][CH:27]=[CH:26][CH:25]=1.[Li+:35]. (2) Given the reactants Cl.Cl.[NH2:3][CH2:4][CH2:5][N:6]1[C:14]2[C:13]([NH:15][C:16]3[CH:21]=[CH:20][C:19]([O:22][C:23]4[CH:28]=[CH:27][CH:26]=[C:25]([C:29]([F:32])([F:31])[F:30])[CH:24]=4)=[C:18]([Cl:33])[CH:17]=3)=[N:12][CH:11]=[N:10][C:9]=2[CH:8]=[CH:7]1.[C:34](N1C=CN=C1)([N:36]1[CH:40]=[CH:39]N=C1)=[O:35].[CH3:46][S:47](CCN)(=[O:49])=[O:48].C(=O)([O-])O.[Na+], predict the reaction product. The product is: [Cl:33][C:18]1[CH:17]=[C:16]([NH:15][C:13]2[C:14]3[N:6]([CH2:5][CH2:4][NH:3][C:34]([NH:36][CH2:40][CH2:39][S:47]([CH3:46])(=[O:49])=[O:48])=[O:35])[CH:7]=[CH:8][C:9]=3[N:10]=[CH:11][N:12]=2)[CH:21]=[CH:20][C:19]=1[O:22][C:23]1[CH:28]=[CH:27][CH:26]=[C:25]([C:29]([F:32])([F:31])[F:30])[CH:24]=1.